From a dataset of Retrosynthesis with 50K atom-mapped reactions and 10 reaction types from USPTO. Predict the reactants needed to synthesize the given product. (1) The reactants are: CC(=O)O.Nc1ccc(C(=O)O)c(F)c1. Given the product CC(=O)Nc1ccc(C(=O)O)c(F)c1, predict the reactants needed to synthesize it. (2) Given the product C[C@H]1CN(CCCCN2C(=O)CCC(=O)c3ccccc32)CCN1, predict the reactants needed to synthesize it. The reactants are: C[C@H]1CNCCN1.O=C1CCC(=O)N(CCCCCl)c2ccccc21. (3) Given the product COc1cc(C(C)C)ccc1C1COc2c(C)c(C)cc(C)c21, predict the reactants needed to synthesize it. The reactants are: COc1cc(C(C)C)ccc1-c1coc2c(C)c(C)cc(C)c12. (4) Given the product COC(=O)c1ccc(C[C@@H]2CC[C@H]([C@H](O)c3cccnc3)N2C(=O)OC(C)(C)C)cc1, predict the reactants needed to synthesize it. The reactants are: COC(=O)c1ccc(C[C@@H]2CC[C@H]([C@H](O[Si](C)(C)C(C)(C)C)c3cccnc3)N2C(=O)OC(C)(C)C)cc1. (5) Given the product Cc1nc(CCc2ccccc2)oc1C(N)=O, predict the reactants needed to synthesize it. The reactants are: CCOC(=O)c1oc(CCc2ccccc2)nc1C.[NH4+]. (6) Given the product NCCCN1CCC(O)(c2ccccc2)CC1, predict the reactants needed to synthesize it. The reactants are: N#CCCN1CCC(O)(c2ccccc2)CC1. (7) The reactants are: COC(=O)c1cc(N)c(C#N)cc1C.ICI. Given the product COC(=O)c1cc(I)c(C#N)cc1C, predict the reactants needed to synthesize it. (8) Given the product COc1ccc(CC(=O)O)cc1-c1ccc(C2CC2)nc1CN1C(=O)O[C@H](c2cc(C(F)(F)F)cc(C(F)(F)F)c2)[C@@H]1C, predict the reactants needed to synthesize it. The reactants are: COC(=O)Cc1ccc(OC)c(-c2ccc(C3CC3)nc2CN2C(=O)O[C@H](c3cc(C(F)(F)F)cc(C(F)(F)F)c3)[C@@H]2C)c1.